This data is from Full USPTO retrosynthesis dataset with 1.9M reactions from patents (1976-2016). The task is: Predict the reactants needed to synthesize the given product. Given the product [Br:10][C:4]1[CH:5]=[C:6]([O:8][CH3:9])[CH:7]=[C:2]([S:11][CH2:12][CH3:13])[CH:3]=1, predict the reactants needed to synthesize it. The reactants are: Br[C:2]1[CH:7]=[C:6]([O:8][CH3:9])[CH:5]=[C:4]([Br:10])[CH:3]=1.[S-:11][CH2:12][CH3:13].[Na+].CN(C)C=O.